This data is from Peptide-MHC class II binding affinity with 134,281 pairs from IEDB. The task is: Regression. Given a peptide amino acid sequence and an MHC pseudo amino acid sequence, predict their binding affinity value. This is MHC class II binding data. (1) The peptide sequence is YDKFLANLSTVLTGK. The MHC is DRB3_0202 with pseudo-sequence DRB3_0202. The binding affinity (normalized) is 0.904. (2) The binding affinity (normalized) is 0.165. The MHC is HLA-DPA10201-DPB10501 with pseudo-sequence HLA-DPA10201-DPB10501. The peptide sequence is VAATAANAAPANDKF. (3) The peptide sequence is LVAAVIGWMLGSNTMQRV. The MHC is DRB1_0301 with pseudo-sequence DRB1_0301. The binding affinity (normalized) is 0.0793. (4) The peptide sequence is CLKPVILTDGPERVI. The MHC is DRB1_0802 with pseudo-sequence DRB1_0802. The binding affinity (normalized) is 0.206. (5) The peptide sequence is TSVIIDGNCDGRGKS. The MHC is HLA-DQA10102-DQB10501 with pseudo-sequence HLA-DQA10102-DQB10501. The binding affinity (normalized) is 0.733. (6) The peptide sequence is SINYRTEIDKPCQHH. The binding affinity (normalized) is 0. The MHC is DRB1_0901 with pseudo-sequence DRB1_0901.